From a dataset of NCI-60 drug combinations with 297,098 pairs across 59 cell lines. Regression. Given two drug SMILES strings and cell line genomic features, predict the synergy score measuring deviation from expected non-interaction effect. (1) Drug 1: C1CCC(C1)C(CC#N)N2C=C(C=N2)C3=C4C=CNC4=NC=N3. Drug 2: CC(C1=C(C=CC(=C1Cl)F)Cl)OC2=C(N=CC(=C2)C3=CN(N=C3)C4CCNCC4)N. Cell line: HL-60(TB). Synergy scores: CSS=-7.54, Synergy_ZIP=1.07, Synergy_Bliss=-3.76, Synergy_Loewe=-37.4, Synergy_HSA=-15.5. (2) Drug 1: C1C(C(OC1N2C=NC3=C(N=C(N=C32)Cl)N)CO)O. Drug 2: COC1=NC(=NC2=C1N=CN2C3C(C(C(O3)CO)O)O)N. Cell line: MCF7. Synergy scores: CSS=-1.43, Synergy_ZIP=1.72, Synergy_Bliss=2.51, Synergy_Loewe=-1.79, Synergy_HSA=-1.96. (3) Drug 1: CC12CCC(CC1=CCC3C2CCC4(C3CC=C4C5=CN=CC=C5)C)O. Drug 2: CC1=C(N=C(N=C1N)C(CC(=O)N)NCC(C(=O)N)N)C(=O)NC(C(C2=CN=CN2)OC3C(C(C(C(O3)CO)O)O)OC4C(C(C(C(O4)CO)O)OC(=O)N)O)C(=O)NC(C)C(C(C)C(=O)NC(C(C)O)C(=O)NCCC5=NC(=CS5)C6=NC(=CS6)C(=O)NCCC[S+](C)C)O. Cell line: NCI-H322M. Synergy scores: CSS=-2.92, Synergy_ZIP=2.31, Synergy_Bliss=-0.457, Synergy_Loewe=0.139, Synergy_HSA=-1.37.